This data is from Reaction yield outcomes from USPTO patents with 853,638 reactions. The task is: Predict the reaction yield, written as a fraction of the theoretical maximum amount of product (1.0 means a 100% yield; for example, 0.34 means a 34% yield). The reactants are [CH3:1]N(C(ON1N=NC2C=CC=NC1=2)=[N+](C)C)C.F[P-](F)(F)(F)(F)F.C(N(CC)C(C)C)(C)C.[NH2:34][C:35]1[C:36]([C:45]([OH:47])=O)=[CH:37][C:38]2[C:43]([CH:44]=1)=[CH:42][CH:41]=[CH:40][CH:39]=2.[NH2:48][C@@H:49]([CH:53]1[CH2:58][CH2:57][CH:56]([OH:59])[CH2:55][CH2:54]1)[C:50]([OH:52])=[O:51].C([O-])(O)=O.[Na+]. The catalyst is CN(C=O)C.C(Cl)Cl. The product is [NH2:34][C:35]1[C:36]([C:45]([NH:48][C@@H:49]([CH:53]2[CH2:58][CH2:57][CH:56]([OH:59])[CH2:55][CH2:54]2)[C:50]([O:52][CH3:1])=[O:51])=[O:47])=[CH:37][C:38]2[C:43]([CH:44]=1)=[CH:42][CH:41]=[CH:40][CH:39]=2. The yield is 0.410.